Dataset: Reaction yield outcomes from USPTO patents with 853,638 reactions. Task: Predict the reaction yield, written as a fraction of the theoretical maximum amount of product (1.0 means a 100% yield; for example, 0.34 means a 34% yield). (1) The reactants are [Cl:1][C:2]1[CH:22]=[CH:21][C:5]([CH2:6][N:7]([O:19][CH3:20])[C:8](=[O:18])[CH:9]=[C:10]2[C:14](=[O:15])[O:13][C:12](C)(C)[O:11]2)=[CH:4][CH:3]=1. The catalyst is CO. The product is [CH3:12][O:13][C:14](=[O:15])[C:10]([OH:11])=[CH:9][C:8](=[O:18])[N:7]([CH2:6][C:5]1[CH:4]=[CH:3][C:2]([Cl:1])=[CH:22][CH:21]=1)[O:19][CH3:20]. The yield is 0.520. (2) The reactants are [F:1][C:2]([F:14])([F:13])[O:3][C:4]1[CH:5]=[C:6]([B:10]([OH:12])[OH:11])[CH:7]=[CH:8][CH:9]=1.O[C:16]([C:19](O)([CH3:21])[CH3:20])([CH3:18])[CH3:17]. No catalyst specified. The product is [CH3:17][C:16]1([CH3:18])[C:19]([CH3:21])([CH3:20])[O:12][B:10]([C:6]2[CH:7]=[CH:8][CH:9]=[C:4]([O:3][C:2]([F:1])([F:13])[F:14])[CH:5]=2)[O:11]1. The yield is 0.250.